This data is from Forward reaction prediction with 1.9M reactions from USPTO patents (1976-2016). The task is: Predict the product of the given reaction. (1) Given the reactants Br[C:2]1[N:7]=[CH:6][C:5]2[CH:8]=[C:9]([C:18]3[CH:19]=[N:20][N:21]([C:23]([O:25][C:26]([CH3:29])([CH3:28])[CH3:27])=[O:24])[CH:22]=3)[N:10]([C:11]([O:13][C:14]([CH3:17])([CH3:16])[CH3:15])=[O:12])[C:4]=2[CH:3]=1.[F:30][C:31]([F:40])([F:39])[C:32]1[CH:37]=[CH:36][CH:35]=[CH:34][C:33]=1[NH2:38], predict the reaction product. The product is: [C:26]([O:25][C:23]([N:21]1[CH:22]=[C:18]([C:9]2[N:10]([C:11]([O:13][C:14]([CH3:17])([CH3:15])[CH3:16])=[O:12])[C:4]3[CH:3]=[C:2]([NH:38][C:33]4[CH:34]=[CH:35][CH:36]=[CH:37][C:32]=4[C:31]([F:30])([F:39])[F:40])[N:7]=[CH:6][C:5]=3[CH:8]=2)[CH:19]=[N:20]1)=[O:24])([CH3:28])([CH3:29])[CH3:27]. (2) Given the reactants [C:1]([C:3]1[C:4]([C:21]2[CH:26]=[CH:25][C:24]([Cl:27])=[CH:23][C:22]=2[Cl:28])=[C:5]([C:9]2[N:10]([C:14]([O:16][C:17]([CH3:20])([CH3:19])[CH3:18])=[O:15])[CH2:11][CH2:12][N:13]=2)[S:6][C:7]=1I)#[N:2].C[Sn](C)(C)[C:31]1[CH:36]=[CH:35][N:34]=[C:33]([NH:37][C:38]([CH:40]2[CH2:42][CH2:41]2)=[O:39])[CH:32]=1.[Cl-].[Li+].O1CCOCC1, predict the reaction product. The product is: [C:1]([C:3]1[C:4]([C:21]2[CH:26]=[CH:25][C:24]([Cl:27])=[CH:23][C:22]=2[Cl:28])=[C:5]([C:9]2[N:10]([C:14]([O:16][C:17]([CH3:20])([CH3:19])[CH3:18])=[O:15])[CH2:11][CH2:12][N:13]=2)[S:6][C:7]=1[C:31]1[CH:36]=[CH:35][N:34]=[C:33]([NH:37][C:38]([CH:40]2[CH2:41][CH2:42]2)=[O:39])[CH:32]=1)#[N:2]. (3) Given the reactants [CH2:1]([O:3][C:4]([C@@H:6]1[CH2:10][C@H:9]([OH:11])[CH2:8][C@H:7]1[C:12]([N:14]1[CH2:19][CH2:18][O:17][CH2:16][CH2:15]1)=[O:13])=[O:5])[CH3:2].C(N(CC)CC)C.[CH3:27][S:28](Cl)(=[O:30])=[O:29], predict the reaction product. The product is: [CH2:1]([O:3][C:4]([C@@H:6]1[CH2:10][C@H:9]([O:11][S:28]([CH3:27])(=[O:30])=[O:29])[CH2:8][C@H:7]1[C:12]([N:14]1[CH2:15][CH2:16][O:17][CH2:18][CH2:19]1)=[O:13])=[O:5])[CH3:2]. (4) Given the reactants [H-].[Na+].[NH2:3][C:4]1[N:9]2[N:10]=[CH:11][CH:12]=[C:8]2[N:7]=[C:6]([S:13][CH3:14])[C:5]=1[C:15]#[N:16].CN(C=O)C.[CH2:22](Br)[C:23]1[CH:28]=[CH:27][CH:26]=[CH:25][CH:24]=1, predict the reaction product. The product is: [CH2:22]([NH:3][C:4]1[N:9]2[N:10]=[CH:11][CH:12]=[C:8]2[N:7]=[C:6]([S:13][CH3:14])[C:5]=1[C:15]#[N:16])[C:23]1[CH:28]=[CH:27][CH:26]=[CH:25][CH:24]=1. (5) Given the reactants [C:1]1([NH:7][C@H:8]([C:10]([O:12][CH2:13][CH3:14])=[O:11])[CH3:9])[CH:6]=[CH:5][CH:4]=[CH:3][CH:2]=1.[Cl:15][C:16]1[N:21]=[C:20](Cl)[C:19]([N+:23]([O-:25])=[O:24])=[CH:18][N:17]=1.N1C=CN=C1, predict the reaction product. The product is: [Cl:15][C:16]1[N:21]=[C:20]([N:7]([C:1]2[CH:6]=[CH:5][CH:4]=[CH:3][CH:2]=2)[C@H:8]([C:10]([O:12][CH2:13][CH3:14])=[O:11])[CH3:9])[C:19]([N+:23]([O-:25])=[O:24])=[CH:18][N:17]=1. (6) Given the reactants [CH:1]1([C:4]2[N:5]=[CH:6][C:7]([O:10][C@H:11]3[CH2:20][N:14]4[CH2:15][C:16](=[O:19])[NH:17][CH2:18][C@@H:13]4[CH2:12]3)=[N:8][CH:9]=2)[CH2:3][CH2:2]1.O1CCCC1.[H-].[Na+].Br[CH2:29][C:30]1[CH:35]=[CH:34][CH:33]=[C:32]([C:36]([F:39])([F:38])[F:37])[CH:31]=1, predict the reaction product. The product is: [CH:1]1([C:4]2[N:5]=[CH:6][C:7]([O:10][C@H:11]3[CH2:20][N:14]4[CH2:15][C:16](=[O:19])[N:17]([CH2:29][C:30]5[CH:35]=[CH:34][CH:33]=[C:32]([C:36]([F:37])([F:38])[F:39])[CH:31]=5)[CH2:18][C@@H:13]4[CH2:12]3)=[N:8][CH:9]=2)[CH2:3][CH2:2]1. (7) Given the reactants [CH3:1][O:2][C:3]([CH2:5][O:6][C:7]1[CH:19]=[CH:18][CH:17]=[C:16]([O:20][CH2:21][C:22]([O:24][CH3:25])=[O:23])[C:8]=1[C:9]([O:11][C:12]([CH3:15])([CH3:14])[CH3:13])=[O:10])=[O:4].C(O[CH:31]([N:35]([CH3:37])[CH3:36])N(C)C)(C)(C)C, predict the reaction product. The product is: [CH3:37][N:35]([CH3:31])[CH:36]=[C:21]([C:22]([O:24][CH3:25])=[O:23])[O:20][C:16]1[CH:17]=[CH:18][CH:19]=[C:7]([O:6][C:5]([C:3]([O:2][CH3:1])=[O:4])=[CH:31][N:35]([CH3:37])[CH3:36])[C:8]=1[C:9]([O:11][C:12]([CH3:15])([CH3:14])[CH3:13])=[O:10]. (8) The product is: [C:19]([O:18][C:16]([NH:15][CH:10]1[CH2:11][CH2:12][CH2:13][CH2:14][NH:8][CH2:9]1)=[O:17])([CH3:22])([CH3:20])[CH3:21]. Given the reactants C([N:8]1[CH2:14][CH2:13][CH2:12][CH2:11][CH:10]([NH:15][C:16]([O:18][C:19]([CH3:22])([CH3:21])[CH3:20])=[O:17])[CH2:9]1)C1C=CC=CC=1, predict the reaction product. (9) Given the reactants [Cl:1][C:2]1[CH:7]=[C:6]([Cl:8])[CH:5]=[CH:4][C:3]=1[C:9]1[C:10]2[N:11]([CH:15]=[C:16]([CH3:18])[N:17]=2)[CH:12]=[CH:13][N:14]=1.F[B-](F)(F)F.[O:24]=[N+:25]=[O:26].O, predict the reaction product. The product is: [Cl:1][C:2]1[CH:7]=[C:6]([Cl:8])[CH:5]=[CH:4][C:3]=1[C:9]1[C:10]2[N:11]([C:15]([N+:25]([O-:26])=[O:24])=[C:16]([CH3:18])[N:17]=2)[CH:12]=[CH:13][N:14]=1. (10) Given the reactants Br[C:2]1[CH:6]=[CH:5][S:4][C:3]=1[C:7]([OH:9])=[O:8].B(O)(O)[C:11]1[CH:12]=[CH:13][C:14]([CH3:17])=[CH:15][CH:16]=1, predict the reaction product. The product is: [C:14]1([CH3:17])[CH:15]=[CH:16][C:11]([C:2]2[CH:6]=[CH:5][S:4][C:3]=2[C:7]([OH:9])=[O:8])=[CH:12][CH:13]=1.